This data is from Full USPTO retrosynthesis dataset with 1.9M reactions from patents (1976-2016). The task is: Predict the reactants needed to synthesize the given product. (1) The reactants are: [OH:1][C:2]1[C:7]([C:8]([OH:10])=[O:9])=[CH:6][N:5]=[C:4]([CH3:11])[CH:3]=1.[Br:12]Br. Given the product [Br:12][C:3]1[C:2](=[O:1])[C:7]([C:8]([OH:10])=[O:9])=[CH:6][NH:5][C:4]=1[CH3:11], predict the reactants needed to synthesize it. (2) Given the product [O:17]1[C:21]2[CH:22]=[CH:23][CH:24]=[CH:25][C:20]=2[CH:19]=[C:18]1[C:2]1[CH:3]=[C:4]([NH:11][C:12](=[O:14])[CH3:13])[CH:5]=[C:6]([N+:8]([O-:10])=[O:9])[CH:7]=1, predict the reactants needed to synthesize it. The reactants are: Br[C:2]1[CH:3]=[C:4]([NH:11][C:12](=[O:14])[CH3:13])[CH:5]=[C:6]([N+:8]([O-:10])=[O:9])[CH:7]=1.N#N.[O:17]1[C:21]2[CH:22]=[CH:23][CH:24]=[CH:25][C:20]=2[CH:19]=[C:18]1B1OC(C)(C)C(C)(C)O1.C(=O)([O-])[O-].[Na+].[Na+]. (3) Given the product [CH:1]1[C:13]2[NH:12][C:11]3[C:6](=[CH:7][CH:8]=[CH:9][CH:10]=3)[C:5]=2[CH:4]=[CH:3][C:2]=1[O:14][CH2:15][CH2:16][CH2:17][CH2:18][CH2:19][C:20]([OH:22])=[O:21], predict the reactants needed to synthesize it. The reactants are: [CH:1]1[C:13]2[NH:12][C:11]3[C:6](=[CH:7][CH:8]=[CH:9][CH:10]=3)[C:5]=2[CH:4]=[CH:3][C:2]=1[O:14][CH2:15][CH2:16][CH2:17][CH2:18][CH2:19][C:20]([O:22]CC)=[O:21].[OH-].[Li+]. (4) The reactants are: C(OC(=O)[N:7]([S:13]([C:16]1[CH:21]=[C:20]([F:22])[C:19]([O:23][C:24]2[CH:29]=[CH:28][C:27]([Cl:30])=[CH:26][C:25]=2[C:31]2[CH:36]=[CH:35][N:34]=[C:33]([CH2:37][N:38]3[CH2:41][CH2:40][CH2:39]3)[CH:32]=2)=[CH:18][C:17]=1[F:42])(=[O:15])=[O:14])[C:8]1[N:9]=[CH:10][S:11][CH:12]=1)(C)(C)C.Cl. Given the product [N:38]1([CH2:37][C:33]2[CH:32]=[C:31]([C:25]3[CH:26]=[C:27]([Cl:30])[CH:28]=[CH:29][C:24]=3[O:23][C:19]3[C:20]([F:22])=[CH:21][C:16]([S:13]([NH:7][C:8]4[N:9]=[CH:10][S:11][CH:12]=4)(=[O:14])=[O:15])=[C:17]([F:42])[CH:18]=3)[CH:36]=[CH:35][N:34]=2)[CH2:39][CH2:40][CH2:41]1, predict the reactants needed to synthesize it. (5) Given the product [CH2:1]([O:3][C:4]([N:6]1[C:15]2[C:10](=[N:11][C:12]([O:16][CH3:17])=[CH:13][CH:14]=2)[C@@H:9]([NH:18][C:28]2[O:29][CH:30]=[C:26]([C:24]([O:23][CH2:21][CH3:22])=[O:25])[N:27]=2)[CH2:8][C@H:7]1[CH2:19][CH3:20])=[O:5])[CH3:2], predict the reactants needed to synthesize it. The reactants are: [CH2:1]([O:3][C:4]([N:6]1[C:15]2[C:10](=[N:11][C:12]([O:16][CH3:17])=[CH:13][CH:14]=2)[C@@H:9]([NH2:18])[CH2:8][C@H:7]1[CH2:19][CH3:20])=[O:5])[CH3:2].[CH2:21]([O:23][C:24]([C:26]1[N:27]=[C:28](Cl)[O:29][CH:30]=1)=[O:25])[CH3:22].C(N(C(C)C)CC)(C)C.O. (6) The reactants are: [CH3:1][N:2]([CH3:22])[CH:3]1[C:11]2[C:6](=[CH:7][CH:8]=[C:9]([C:12]3[N:13](C)[N:14]=[C:15]4[C:20]=3[CH2:19]CC[CH2:16]4)[CH:10]=2)[CH2:5][CH2:4]1.FC(F)(F)S(O[C:29]1N(C(C)C)N=[C:31](C)[C:30]=1C)(=O)=O.CN(C)C1C2C(=CC=C(B3OC(C)(C)C(C)(C)O3)C=2)CC1.C([O-])([O-])=O.[Na+].[Na+]. Given the product [CH:30]([N:13]1[C:12]([C:9]2[CH:10]=[C:11]3[C:6]([CH2:5][CH2:4][CH:3]3[N:2]([CH3:22])[CH3:1])=[CH:7][CH:8]=2)=[C:20]([CH3:19])[C:15]([CH3:16])=[N:14]1)([CH3:31])[CH3:29], predict the reactants needed to synthesize it.